Dataset: Reaction yield outcomes from USPTO patents with 853,638 reactions. Task: Predict the reaction yield, written as a fraction of the theoretical maximum amount of product (1.0 means a 100% yield; for example, 0.34 means a 34% yield). (1) The reactants are [CH3:1][O:2][C:3]1[N:8]=[C:7]([N:9]2[C:13]3=[N:14][CH:15]=[N:16][C:17]([NH:18]/[N:19]=[CH:20]/[C:21]4[CH:29]=[CH:28][C:24]([C:25](O)=[O:26])=[CH:23][CH:22]=4)=[C:12]3[CH:11]=[N:10]2)[CH:6]=[CH:5][CH:4]=1.Cl.[CH3:31][S:32]([CH2:35][CH2:36][NH2:37])(=[O:34])=[O:33].C(OP(C#N)(=O)OCC)C.C(N(CC)CC)C. The catalyst is CN(C=O)C.C(OCC)C.O. The product is [CH3:1][O:2][C:3]1[N:8]=[C:7]([N:9]2[C:13]3=[N:14][CH:15]=[N:16][C:17]([NH:18]/[N:19]=[CH:20]/[C:21]4[CH:22]=[CH:23][C:24]([C:25]([NH:37][CH2:36][CH2:35][S:32]([CH3:31])(=[O:34])=[O:33])=[O:26])=[CH:28][CH:29]=4)=[C:12]3[CH:11]=[N:10]2)[CH:6]=[CH:5][CH:4]=1. The yield is 0.810. (2) The reactants are N12CCCN=C1CCCCC2.Cl.[NH2:13][CH2:14][C:15]1[CH:23]=[CH:22][CH:21]=[C:20]2[C:16]=1[C:17](=[O:33])[N:18]([CH:25]1[CH2:30][CH2:29][C:28](=[O:31])[NH:27][C:26]1=[O:32])[C:19]2=[O:24].Cl.[N:35]1[CH:40]=[CH:39][CH:38]=[CH:37][C:36]=1[C:41](Cl)=[O:42]. The catalyst is CC#N. The product is [O:32]=[C:26]1[CH:25]([N:18]2[C:17](=[O:33])[C:16]3[C:20](=[CH:21][CH:22]=[CH:23][C:15]=3[CH2:14][NH:13][C:41]([C:36]3[CH:37]=[CH:38][CH:39]=[CH:40][N:35]=3)=[O:42])[C:19]2=[O:24])[CH2:30][CH2:29][C:28](=[O:31])[NH:27]1. The yield is 0.550.